Task: Regression. Given two drug SMILES strings and cell line genomic features, predict the synergy score measuring deviation from expected non-interaction effect.. Dataset: NCI-60 drug combinations with 297,098 pairs across 59 cell lines (1) Drug 1: CC1C(C(=O)NC(C(=O)N2CCCC2C(=O)N(CC(=O)N(C(C(=O)O1)C(C)C)C)C)C(C)C)NC(=O)C3=C4C(=C(C=C3)C)OC5=C(C(=O)C(=C(C5=N4)C(=O)NC6C(OC(=O)C(N(C(=O)CN(C(=O)C7CCCN7C(=O)C(NC6=O)C(C)C)C)C)C(C)C)C)N)C. Drug 2: CN1C(=O)N2C=NC(=C2N=N1)C(=O)N. Cell line: SN12C. Synergy scores: CSS=-1.24, Synergy_ZIP=1.22, Synergy_Bliss=4.51, Synergy_Loewe=-1.23, Synergy_HSA=-0.702. (2) Drug 1: CN1CCC(CC1)COC2=C(C=C3C(=C2)N=CN=C3NC4=C(C=C(C=C4)Br)F)OC. Drug 2: COC1=C(C=C2C(=C1)N=CN=C2NC3=CC(=C(C=C3)F)Cl)OCCCN4CCOCC4. Cell line: RPMI-8226. Synergy scores: CSS=15.1, Synergy_ZIP=8.42, Synergy_Bliss=12.1, Synergy_Loewe=6.79, Synergy_HSA=7.44. (3) Drug 1: C(=O)(N)NO. Drug 2: CCN(CC)CCCC(C)NC1=C2C=C(C=CC2=NC3=C1C=CC(=C3)Cl)OC. Cell line: MDA-MB-435. Synergy scores: CSS=11.8, Synergy_ZIP=0.0676, Synergy_Bliss=-0.518, Synergy_Loewe=-4.12, Synergy_HSA=-1.48. (4) Drug 1: CC1=CC2C(CCC3(C2CCC3(C(=O)C)OC(=O)C)C)C4(C1=CC(=O)CC4)C. Drug 2: CNC(=O)C1=NC=CC(=C1)OC2=CC=C(C=C2)NC(=O)NC3=CC(=C(C=C3)Cl)C(F)(F)F. Cell line: IGROV1. Synergy scores: CSS=24.4, Synergy_ZIP=-4.00, Synergy_Bliss=3.19, Synergy_Loewe=-11.6, Synergy_HSA=1.47. (5) Synergy scores: CSS=41.4, Synergy_ZIP=-0.335, Synergy_Bliss=-1.66, Synergy_Loewe=-3.14, Synergy_HSA=-1.44. Cell line: ACHN. Drug 2: CC1C(C(CC(O1)OC2CC(CC3=C2C(=C4C(=C3O)C(=O)C5=C(C4=O)C(=CC=C5)OC)O)(C(=O)CO)O)N)O.Cl. Drug 1: CC(C)(C#N)C1=CC(=CC(=C1)CN2C=NC=N2)C(C)(C)C#N.